From a dataset of Peptide-MHC class II binding affinity with 134,281 pairs from IEDB. Regression. Given a peptide amino acid sequence and an MHC pseudo amino acid sequence, predict their binding affinity value. This is MHC class II binding data. The peptide sequence is YWFAPGAGAAPLSWS. The MHC is DRB1_0405 with pseudo-sequence DRB1_0405. The binding affinity (normalized) is 0.0841.